Dataset: Reaction yield outcomes from USPTO patents with 853,638 reactions. Task: Predict the reaction yield, written as a fraction of the theoretical maximum amount of product (1.0 means a 100% yield; for example, 0.34 means a 34% yield). (1) The reactants are [CH3:1]O.S(Cl)(Cl)=O.[Cl:7][C:8]1[CH:9]=[C:10]([N+:18]([O-:20])=[O:19])[C:11]([CH3:17])=[C:12]([CH:16]=1)[C:13]([OH:15])=[O:14]. The catalyst is CCOC(C)=O. The product is [Cl:7][C:8]1[CH:9]=[C:10]([N+:18]([O-:20])=[O:19])[C:11]([CH3:17])=[C:12]([CH:16]=1)[C:13]([O:15][CH3:1])=[O:14]. The yield is 0.692. (2) The reactants are Br[C:2]1[CH:3]=[N:4][CH:5]=[CH:6][C:7]=1[Cl:8].C([Mg]Cl)(C)C.[C:14]1(=[O:18])[CH2:17][CH2:16][CH2:15]1. The catalyst is C1COCC1. The product is [Cl:8][C:7]1[CH:6]=[CH:5][N:4]=[CH:3][C:2]=1[C:14]1([OH:18])[CH2:17][CH2:16][CH2:15]1. The yield is 0.780. (3) The reactants are C(OC(=O)[NH:7][C:8]1[S:9][CH:10]=[C:11]([S:13][CH2:14][CH3:15])[N:12]=1)(C)(C)C.FC(F)(F)C(O)=O. The catalyst is C(Cl)Cl. The product is [CH2:14]([S:13][C:11]1[N:12]=[C:8]([NH2:7])[S:9][CH:10]=1)[CH3:15]. The yield is 0.650. (4) The reactants are Br[C:2]1[CH:7]=[CH:6][C:5](/[CH:8]=[CH:9]/[C:10]2[CH:15]=[CH:14][C:13](Br)=[CH:12][CH:11]=2)=[CH:4][CH:3]=1.[CH3:17][C:18]([CH3:21])([O-])[CH3:19].[Na+].[C:23]1([CH3:36])[CH:28]=[CH:27][CH:26]=[CH:25][C:24]=1[C:29]1[CH:30]=[C:31]([NH2:35])[CH:32]=[CH:33][CH:34]=1.O.[C:38]1([CH3:44])[CH:43]=[CH:42][CH:41]=[CH:40]C=1. The yield is 0.940. The product is [C:23]1([CH3:36])[CH:28]=[CH:27][CH:26]=[CH:25][C:24]=1[C:29]1[CH:30]=[C:31]([NH:35][C:2]2[CH:7]=[CH:6][C:5](/[CH:8]=[CH:9]/[C:10]3[CH:15]=[CH:14][C:13]([NH:35][C:31]4[CH:30]=[CH:29][CH:19]=[C:18]([C:21]5[CH:40]=[CH:41][CH:42]=[CH:43][C:38]=5[CH3:44])[CH:17]=4)=[CH:12][CH:11]=3)=[CH:4][CH:3]=2)[CH:32]=[CH:33][CH:34]=1. The catalyst is C1(P([C-]2C=CC=C2)C2C=CC=CC=2)C=CC=CC=1.[C-]1(P(C2C=CC=CC=2)C2C=CC=CC=2)C=CC=C1.[Fe+2].C(N(CCCCCCCC)C1C=CC(C=CC2C=CC(N(CCCCCCCC)CCCCCCCC)=CC=2)=CC=1)CCCCCCC.CCOCC. (5) The reactants are O[C:2]1[C:11]2[C:6](=[N:7][CH:8]=[CH:9][CH:10]=2)[N:5]([C:12]2[CH:17]=[CH:16][C:15]([O:18][CH3:19])=[CH:14][CH:13]=2)[C:4](=[O:20])[CH:3]=1.[H-].[Na+].[H][H].[C:25]1([CH2:31][C:32](Cl)=O)[CH:30]=[CH:29][CH:28]=[CH:27][CH:26]=1.Cl.O.[NH2:37][NH2:38]. The catalyst is CN(C=O)C.O. The product is [CH2:31]([C:32]1[C:3]2[C:4](=[O:20])[N:5]([C:12]3[CH:17]=[CH:16][C:15]([O:18][CH3:19])=[CH:14][CH:13]=3)[C:6]3[N:7]=[CH:8][CH:9]=[CH:10][C:11]=3[C:2]=2[NH:38][N:37]=1)[C:25]1[CH:30]=[CH:29][CH:28]=[CH:27][CH:26]=1. The yield is 0.540. (6) The reactants are [CH2:1]([NH:8][C@H:9]1[CH2:14][CH2:13][CH2:12][C@@H:11]([O:15][C:16]2[C:17]([CH3:25])=[C:18]3[C:22](=[CH:23][CH:24]=2)[NH:21][N:20]=[CH:19]3)[CH2:10]1)[C:2]1[CH:7]=[CH:6][CH:5]=[CH:4][CH:3]=1.C=O.[C:28](O)(=O)C.C([BH3-])#N.[Na+]. The catalyst is CO.C(Cl)(Cl)Cl. The product is [CH2:1]([N:8]([CH3:28])[C@H:9]1[CH2:14][CH2:13][CH2:12][C@@H:11]([O:15][C:16]2[C:17]([CH3:25])=[C:18]3[C:22](=[CH:23][CH:24]=2)[NH:21][N:20]=[CH:19]3)[CH2:10]1)[C:2]1[CH:7]=[CH:6][CH:5]=[CH:4][CH:3]=1. The yield is 0.870.